Dataset: Forward reaction prediction with 1.9M reactions from USPTO patents (1976-2016). Task: Predict the product of the given reaction. (1) Given the reactants [CH3:1][O:2][C:3]1[CH:11]=[C:10]([O:12][CH3:13])[CH:9]=[C:8]2[C:4]=1[C:5](=[O:15])C(=O)[NH:7]2.OO.Cl.C(O)(=[O:21])C, predict the reaction product. The product is: [NH2:7][C:8]1[CH:9]=[C:10]([O:12][CH3:13])[CH:11]=[C:3]([O:2][CH3:1])[C:4]=1[C:5]([OH:15])=[O:21]. (2) Given the reactants Cl[C:2]1[N:7]=[C:6]([C:8]2[CH:13]=[CH:12][C:11]([N+:14]([O-:16])=[O:15])=[CH:10][CH:9]=2)[N:5]=[C:4]([N:17]([CH2:20][CH3:21])[CH2:18][CH3:19])[CH:3]=1.ClC1N=C([N:29]2[CH:34]3[CH2:35][CH2:36][CH:30]2[CH2:31][O:32][CH2:33]3)C(Cl)=C([N:29]2[CH:34]3[CH2:35][CH2:36][CH:30]2[CH2:31][O:32][CH2:33]3)N=1.Cl.C12NC(CC1)COC2.C(=O)([O-])[O-].[K+].[K+].CCN(C(C)C)C(C)C, predict the reaction product. The product is: [CH:30]12[N:29]([C:2]3[N:7]=[C:6]([C:8]4[CH:13]=[CH:12][C:11]([N+:14]([O-:16])=[O:15])=[CH:10][CH:9]=4)[N:5]=[C:4]([N:17]([CH2:20][CH3:21])[CH2:18][CH3:19])[CH:3]=3)[CH:34]([CH2:35][CH2:36]1)[CH2:33][O:32][CH2:31]2. (3) Given the reactants [CH3:1][N:2]1[CH:6]=[C:5]([C:7]2[CH:12]=[CH:11][N:10]=[CH:9][CH:8]=2)[C:4]([C:13]2[CH:30]=[CH:29][C:16]([O:17][CH2:18][C:19]3[CH:28]=[CH:27][C:26]4[C:21](=[CH:22][CH:23]=[CH:24][CH:25]=4)[N:20]=3)=[CH:15][CH:14]=2)=[N:3]1.N([CH2:33][C:34](C)([OH:36])[CH3:35])N, predict the reaction product. The product is: [CH3:33][C:34]([OH:36])([CH3:35])[CH2:1][N:2]1[CH:6]=[C:5]([C:7]2[CH:8]=[CH:9][N:10]=[CH:11][CH:12]=2)[C:4]([C:13]2[CH:30]=[CH:29][C:16]([O:17][CH2:18][C:19]3[CH:28]=[CH:27][C:26]4[C:21](=[CH:22][CH:23]=[CH:24][CH:25]=4)[N:20]=3)=[CH:15][CH:14]=2)=[N:3]1. (4) Given the reactants Br[C:2]1[CH:15]=[CH:14][C:13]([C:16]([F:19])([F:18])[F:17])=[CH:12][C:3]=1[CH2:4][N:5]([CH2:10][CH3:11])[C:6]([NH:8][CH3:9])=[O:7].[B:20]1([B:20]2[O:24][C:23]([CH3:26])([CH3:25])[C:22]([CH3:28])([CH3:27])[O:21]2)[O:24][C:23]([CH3:26])([CH3:25])[C:22]([CH3:28])([CH3:27])[O:21]1, predict the reaction product. The product is: [CH2:10]([N:5]([CH2:4][C:3]1[CH:12]=[C:13]([C:16]([F:19])([F:18])[F:17])[CH:14]=[CH:15][C:2]=1[B:20]1[O:24][C:23]([CH3:26])([CH3:25])[C:22]([CH3:28])([CH3:27])[O:21]1)[C:6]([NH:8][CH3:9])=[O:7])[CH3:11].